Dataset: Peptide-MHC class I binding affinity with 185,985 pairs from IEDB/IMGT. Task: Regression. Given a peptide amino acid sequence and an MHC pseudo amino acid sequence, predict their binding affinity value. This is MHC class I binding data. (1) The peptide sequence is DISSFYWSL. The MHC is HLA-A02:06 with pseudo-sequence HLA-A02:06. The binding affinity (normalized) is 0.234. (2) The peptide sequence is KTTARHLGH. The MHC is HLA-A02:01 with pseudo-sequence HLA-A02:01. The binding affinity (normalized) is 0.0847. (3) The peptide sequence is LFLDIECHF. The MHC is HLA-B15:03 with pseudo-sequence HLA-B15:03. The binding affinity (normalized) is 0.643. (4) The peptide sequence is IEPSNEEKI. The MHC is H-2-Db with pseudo-sequence H-2-Db. The binding affinity (normalized) is 0. (5) The peptide sequence is IPHYYYYGM. The MHC is HLA-B08:01 with pseudo-sequence HLA-B08:01. The binding affinity (normalized) is 0.558. (6) The peptide sequence is MIITAVNSLI. The MHC is HLA-A02:01 with pseudo-sequence HLA-A02:01. The binding affinity (normalized) is 0.438.